This data is from Reaction yield outcomes from USPTO patents with 853,638 reactions. The task is: Predict the reaction yield, written as a fraction of the theoretical maximum amount of product (1.0 means a 100% yield; for example, 0.34 means a 34% yield). The reactants are Cl[C:2]1[C:7]([C:8]#[N:9])=[CH:6][N:5]=[C:4]([S:10][CH3:11])[N:3]=1.[NH2:12][C@@H:13]1[CH2:18][CH2:17][C@H:16]([OH:19])[C:15]([CH3:21])([CH3:20])[CH2:14]1.CCN(C(C)C)C(C)C. The catalyst is C(O)(C)C. The product is [OH:19][C@H:16]1[CH2:17][CH2:18][C@@H:13]([NH:12][C:2]2[C:7]([C:8]#[N:9])=[CH:6][N:5]=[C:4]([S:10][CH3:11])[N:3]=2)[CH2:14][C:15]1([CH3:21])[CH3:20]. The yield is 0.720.